This data is from NCI-60 drug combinations with 297,098 pairs across 59 cell lines. The task is: Regression. Given two drug SMILES strings and cell line genomic features, predict the synergy score measuring deviation from expected non-interaction effect. Drug 1: CC1=C2C(C(=O)C3(C(CC4C(C3C(C(C2(C)C)(CC1OC(=O)C(C(C5=CC=CC=C5)NC(=O)OC(C)(C)C)O)O)OC(=O)C6=CC=CC=C6)(CO4)OC(=O)C)OC)C)OC. Drug 2: C1CCN(CC1)CCOC2=CC=C(C=C2)C(=O)C3=C(SC4=C3C=CC(=C4)O)C5=CC=C(C=C5)O. Cell line: HL-60(TB). Synergy scores: CSS=88.2, Synergy_ZIP=19.6, Synergy_Bliss=21.5, Synergy_Loewe=-28.6, Synergy_HSA=17.7.